Dataset: Skin sensitization/reaction prediction data. Task: Regression/Classification. Given a drug SMILES string, predict its toxicity properties. Task type varies by dataset: regression for continuous values (e.g., LD50, hERG inhibition percentage) or binary classification for toxic/non-toxic outcomes (e.g., AMES mutagenicity, cardiotoxicity, hepatotoxicity). Dataset: skin_reaction. (1) The result is 0 (no skin reaction). The compound is COc1ccc(Nc2ccc(CCNCC(O)c3ccc(O)c4[nH]c(=O)ccc34)cc2)cc1-c1ccccc1. (2) The molecule is CC(=O)CC(=O)c1cc(C)c(C)c(C)c1C. The result is 1 (causes skin reaction). (3) The drug is CCCOc1ccc(Br)c(C(=O)O)c1. The result is 0 (no skin reaction).